Dataset: NCI-60 drug combinations with 297,098 pairs across 59 cell lines. Task: Regression. Given two drug SMILES strings and cell line genomic features, predict the synergy score measuring deviation from expected non-interaction effect. (1) Drug 1: CNC(=O)C1=CC=CC=C1SC2=CC3=C(C=C2)C(=NN3)C=CC4=CC=CC=N4. Drug 2: C1=CC(=C2C(=C1NCCNCCO)C(=O)C3=C(C=CC(=C3C2=O)O)O)NCCNCCO. Cell line: CAKI-1. Synergy scores: CSS=56.8, Synergy_ZIP=7.18, Synergy_Bliss=6.24, Synergy_Loewe=-10.2, Synergy_HSA=8.16. (2) Drug 1: CCN(CC)CCNC(=O)C1=C(NC(=C1C)C=C2C3=C(C=CC(=C3)F)NC2=O)C. Drug 2: CC(C)NC(=O)C1=CC=C(C=C1)CNNC.Cl. Cell line: NCI-H522. Synergy scores: CSS=-4.98, Synergy_ZIP=1.68, Synergy_Bliss=-1.91, Synergy_Loewe=-8.58, Synergy_HSA=-8.52. (3) Drug 1: C1CN1P(=S)(N2CC2)N3CC3. Drug 2: CC1=C2C(C(=O)C3(C(CC4C(C3C(C(C2(C)C)(CC1OC(=O)C(C(C5=CC=CC=C5)NC(=O)C6=CC=CC=C6)O)O)OC(=O)C7=CC=CC=C7)(CO4)OC(=O)C)O)C)OC(=O)C. Cell line: SNB-19. Synergy scores: CSS=9.40, Synergy_ZIP=-1.23, Synergy_Bliss=5.00, Synergy_Loewe=-17.1, Synergy_HSA=-2.85.